Dataset: Catalyst prediction with 721,799 reactions and 888 catalyst types from USPTO. Task: Predict which catalyst facilitates the given reaction. (1) Reactant: Br.Br[CH2:3][C:4]([C:6]1[C:7]([F:12])=[N:8][CH:9]=[CH:10][CH:11]=1)=O.[NH2:13][C:14](=[S:25])[CH2:15][N:16]([CH3:24])[C:17](=[O:23])[O:18][C:19]([CH3:22])([CH3:21])[CH3:20].C(=O)([O-])O.[Na+]. Product: [F:12][C:7]1[C:6]([C:4]2[N:13]=[C:14]([CH2:15][N:16]([CH3:24])[C:17](=[O:23])[O:18][C:19]([CH3:20])([CH3:21])[CH3:22])[S:25][CH:3]=2)=[CH:11][CH:10]=[CH:9][N:8]=1. The catalyst class is: 9. (2) Reactant: [N:1]([CH2:4][CH2:5][C:6]([S:9]([C:12]1[CH:17]=[CH:16][CH:15]=[C:14]([C:18]([F:21])([F:20])[F:19])[CH:13]=1)(=[O:11])=[O:10])([CH3:8])[CH3:7])=[N+]=[N-]. Product: [CH3:8][C:6]([S:9]([C:12]1[CH:17]=[CH:16][CH:15]=[C:14]([C:18]([F:20])([F:21])[F:19])[CH:13]=1)(=[O:11])=[O:10])([CH3:7])[CH2:5][CH2:4][NH2:1]. The catalyst class is: 320. (3) Reactant: ClC(Cl)(O[C:5](=[O:11])OC(Cl)(Cl)Cl)Cl.[F:13][C:14]([F:22])([F:21])[CH:15]([OH:20])[C:16]([F:19])([F:18])[F:17].C(N(CC)C(C)C)(C)C.[CH3:32][C:33]1[CH:38]=[C:37]([C:39]2[CH:44]=[CH:43][CH:42]=[C:41]([CH3:45])[CH:40]=2)[CH:36]=[CH:35][C:34]=1[CH2:46][N:47]1[CH2:52][CH2:51][NH:50][CH2:49][CH2:48]1. Product: [CH3:32][C:33]1[CH:38]=[C:37]([C:39]2[CH:44]=[CH:43][CH:42]=[C:41]([CH3:45])[CH:40]=2)[CH:36]=[CH:35][C:34]=1[CH2:46][N:47]1[CH2:48][CH2:49][N:50]([C:5]([O:20][CH:15]([C:16]([F:19])([F:18])[F:17])[C:14]([F:22])([F:21])[F:13])=[O:11])[CH2:51][CH2:52]1. The catalyst class is: 229. (4) Reactant: [CH2:1]([O:8][C:9]([NH:11][C@@H:12]([CH2:20][S:21][CH2:22][C@@H:23]([OH:26])[CH2:24][OH:25])[C:13]([O:15][C:16]([CH3:19])([CH3:18])[CH3:17])=[O:14])=[O:10])[C:2]1[CH:7]=[CH:6][CH:5]=[CH:4][CH:3]=1.N1C=CC=CC=1.[CH3:33][S:34](Cl)(=[O:36])=[O:35]. Product: [CH2:1]([O:8][C:9]([NH:11][C@@H:12]([CH2:20][S:21][CH2:22][C@@H:23]([O:26][S:34]([CH3:33])(=[O:36])=[O:35])[CH2:24][O:25][S:34]([CH3:33])(=[O:36])=[O:35])[C:13]([O:15][C:16]([CH3:17])([CH3:18])[CH3:19])=[O:14])=[O:10])[C:2]1[CH:3]=[CH:4][CH:5]=[CH:6][CH:7]=1. The catalyst class is: 64. (5) Reactant: C(OC(C1C=C([C:12]2[CH:17]=[CH:16][C:15]([CH2:18][S:19][CH2:20][CH2:21][O:22][C:23]3[CH:28]=[CH:27][CH:26]=[CH:25][CH:24]=3)=[CH:14][CH:13]=2)C=CC=1)=O)C.[CH2:29]([O:31][C:32]([C:34]1[C:35](C2C=CC=CC=2CSCCO)=[CH:36][CH:37]=[CH:38][CH:39]=1)=[O:33])[CH3:30].C1(O)C=CC=CC=1.C1(P(C2C=CC=CC=2)C2C=CC=CC=2)C=CC=CC=1. Product: [CH2:29]([O:31][C:32]([C:34]1[C:39]([C:14]2[CH:13]=[CH:12][CH:17]=[CH:16][C:15]=2[CH2:18][S:19][CH2:20][CH2:21][O:22][C:23]2[CH:24]=[CH:25][CH:26]=[CH:27][CH:28]=2)=[CH:38][CH:37]=[CH:36][CH:35]=1)=[O:33])[CH3:30]. The catalyst class is: 1. (6) Reactant: [Cl:1][C:2]1[CH:3]=[CH:4][C:5]2[N:11]([CH2:12][C:13]([CH3:17])([CH3:16])[CH2:14][OH:15])[C:10](=[O:18])[C@@H:9]([CH2:19][C:20]([NH:22][C:23]3[O:27][C:26]([C:28]([OH:30])=[O:29])=[CH:25][CH:24]=3)=[O:21])[O:8][C@H:7]([C:31]3[CH:36]=[CH:35][CH:34]=[C:33]([O:37][CH3:38])[C:32]=3[O:39][CH3:40])[C:6]=2[CH:41]=1.N1C=CC=CC=1.[C:48](OCC)(=[O:50])[CH3:49].C(Cl)(=O)C. Product: [C:48]([O:15][CH2:14][C:13]([CH3:17])([CH3:16])[CH2:12][N:11]1[C:5]2[CH:4]=[CH:3][C:2]([Cl:1])=[CH:41][C:6]=2[C@@H:7]([C:31]2[CH:36]=[CH:35][CH:34]=[C:33]([O:37][CH3:38])[C:32]=2[O:39][CH3:40])[O:8][C@H:9]([CH2:19][C:20]([NH:22][C:23]2[O:27][C:26]([C:28]([OH:30])=[O:29])=[CH:25][CH:24]=2)=[O:21])[C:10]1=[O:18])(=[O:50])[CH3:49]. The catalyst class is: 6. (7) Reactant: [CH:1]([O:4][C:5]1[CH:9]=[C:8]([C:10]([O:12][CH3:13])=[O:11])[NH:7][N:6]=1)([CH3:3])[CH3:2].[Cl:14][C:15]1[CH:22]=[C:21]([Cl:23])[CH:20]=[CH:19][C:16]=1[CH2:17]Cl.C(=O)([O-])[O-].[K+].[K+].CN(C)C=O. Product: [Cl:14][C:15]1[CH:22]=[C:21]([Cl:23])[CH:20]=[CH:19][C:16]=1[CH2:17][N:7]1[C:8]([C:10]([O:12][CH3:13])=[O:11])=[CH:9][C:5]([O:4][CH:1]([CH3:3])[CH3:2])=[N:6]1. The catalyst class is: 6. (8) Reactant: [Cl:1][C:2]1[CH:3]=[N:4][C:5]2[CH2:6][CH2:7][N:8]([C:12]3([CH3:28])[CH:17]=[C:16]([CH3:18])[C:15]([N+:19]([O-])=O)=[C:14]([N:22]4[CH2:26][CH2:25][C@@H:24]([F:27])[CH2:23]4)[NH:13]3)[CH2:9][C:10]=2[CH:11]=1.C([O-])=O.[NH4+].CCOC(C)=O. Product: [Cl:1][C:2]1[CH:3]=[N:4][C:5]2[CH2:6][CH2:7][N:8]([C:12]3([CH3:28])[NH:13][C:14]([N:22]4[CH2:26][CH2:25][C@@H:24]([F:27])[CH2:23]4)=[C:15]([NH2:19])[C:16]([CH3:18])=[CH:17]3)[CH2:9][C:10]=2[CH:11]=1. The catalyst class is: 490. (9) Reactant: N1C=CC=CC=1.[F:7]N1N=C(F)C=C(F)N1.[NH2:16][CH2:17][CH2:18][C:19]1[N:27]=[C:26]([Cl:28])[CH:25]=[CH:24][C:20]=1[C:21](O)=[O:22]. Product: [NH2:16][CH2:17][CH2:18][C:19]1[N:27]=[C:26]([Cl:28])[CH:25]=[CH:24][C:20]=1[C:21]([F:7])=[O:22]. The catalyst class is: 4. (10) Reactant: [CH2:1]([O:3][C:4](=[O:16])[CH2:5][N:6]1[C:10]([Si](C)(C)C)=[C:9]([CH3:15])[N:8]=[N:7]1)[CH3:2].F. Product: [CH2:1]([O:3][C:4](=[O:16])[CH2:5][N:6]1[CH:10]=[C:9]([CH3:15])[N:8]=[N:7]1)[CH3:2]. The catalyst class is: 20.